Dataset: Peptide-MHC class I binding affinity with 185,985 pairs from IEDB/IMGT. Task: Regression. Given a peptide amino acid sequence and an MHC pseudo amino acid sequence, predict their binding affinity value. This is MHC class I binding data. The peptide sequence is SLLERGQQLGV. The MHC is HLA-B07:02 with pseudo-sequence HLA-B07:02. The binding affinity (normalized) is 0.0847.